Dataset: Merck oncology drug combination screen with 23,052 pairs across 39 cell lines. Task: Regression. Given two drug SMILES strings and cell line genomic features, predict the synergy score measuring deviation from expected non-interaction effect. (1) Drug 1: CC(C)CC(NC(=O)C(Cc1ccccc1)NC(=O)c1cnccn1)B(O)O. Drug 2: COC1CC2CCC(C)C(O)(O2)C(=O)C(=O)N2CCCCC2C(=O)OC(C(C)CC2CCC(OP(C)(C)=O)C(OC)C2)CC(=O)C(C)C=C(C)C(O)C(OC)C(=O)C(C)CC(C)C=CC=CC=C1C. Cell line: SW620. Synergy scores: synergy=-2.61. (2) Drug 1: O=S1(=O)NC2(CN1CC(F)(F)F)C1CCC2Cc2cc(C=CCN3CCC(C(F)(F)F)CC3)ccc2C1. Drug 2: CN(Cc1cnc2nc(N)nc(N)c2n1)c1ccc(C(=O)NC(CCC(=O)O)C(=O)O)cc1. Cell line: MSTO. Synergy scores: synergy=-10.8. (3) Drug 1: NC(=O)c1cccc2cn(-c3ccc(C4CCCNC4)cc3)nc12. Drug 2: Cn1cc(-c2cnn3c(N)c(Br)c(C4CCCNC4)nc23)cn1. Cell line: EFM192B. Synergy scores: synergy=-12.0. (4) Drug 1: CN1C(=O)C=CC2(C)C3CCC4(C)C(NC(=O)OCC(F)(F)F)CCC4C3CCC12. Drug 2: CCc1cnn2c(NCc3ccc[n+]([O-])c3)cc(N3CCCCC3CCO)nc12. Cell line: A427. Synergy scores: synergy=10.4. (5) Drug 1: CN(Cc1cnc2nc(N)nc(N)c2n1)c1ccc(C(=O)NC(CCC(=O)O)C(=O)O)cc1. Drug 2: CCN(CC)CCNC(=O)c1c(C)[nH]c(C=C2C(=O)Nc3ccc(F)cc32)c1C. Cell line: NCIH2122. Synergy scores: synergy=-7.99. (6) Drug 1: O=P1(N(CCCl)CCCl)NCCCO1. Drug 2: N#Cc1ccc(Cn2cncc2CN2CCN(c3cccc(Cl)c3)C(=O)C2)cc1. Cell line: SW837. Synergy scores: synergy=3.33. (7) Drug 1: CN(C)C(=N)N=C(N)N. Drug 2: COC1CC2CCC(C)C(O)(O2)C(=O)C(=O)N2CCCCC2C(=O)OC(C(C)CC2CCC(OP(C)(C)=O)C(OC)C2)CC(=O)C(C)C=C(C)C(O)C(OC)C(=O)C(C)CC(C)C=CC=CC=C1C. Cell line: CAOV3. Synergy scores: synergy=1.90.